Predict the product of the given reaction. From a dataset of Forward reaction prediction with 1.9M reactions from USPTO patents (1976-2016). (1) Given the reactants [NH2:1][CH2:2][C:3]1([C:16]([O:18][CH2:19][CH3:20])=[O:17])[CH2:8][CH2:7][N:6]([C:9]([O:11][C:12]([CH3:15])([CH3:14])[CH3:13])=[O:10])[CH2:5][CH2:4]1.[C:21](O[C:21]([O:23][C:24]([CH3:27])([CH3:26])[CH3:25])=[O:22])([O:23][C:24]([CH3:27])([CH3:26])[CH3:25])=[O:22], predict the reaction product. The product is: [C:24]([O:23][C:21]([NH:1][CH2:2][C:3]1([C:16]([O:18][CH2:19][CH3:20])=[O:17])[CH2:4][CH2:5][N:6]([C:9]([O:11][C:12]([CH3:14])([CH3:15])[CH3:13])=[O:10])[CH2:7][CH2:8]1)=[O:22])([CH3:27])([CH3:26])[CH3:25]. (2) Given the reactants [Br:1][C:2]1[CH:3]=[C:4]2[C:8](=[CH:9][C:10]=1[F:11])[NH:7][N:6]=[CH:5]2.[O:12]1[CH:17]=[CH:16][CH2:15][CH2:14][CH2:13]1.CCOC(C)=O, predict the reaction product. The product is: [Br:1][C:2]1[CH:3]=[C:4]2[C:8](=[CH:9][C:10]=1[F:11])[N:7]([CH:13]1[CH2:14][CH2:15][CH2:16][CH2:17][O:12]1)[N:6]=[CH:5]2.